This data is from Forward reaction prediction with 1.9M reactions from USPTO patents (1976-2016). The task is: Predict the product of the given reaction. (1) Given the reactants [H-].[Na+].CCO.[C:6]([CH2:14][C:15]#[N:16])(=O)[C:7]1[CH:12]=[CH:11][CH:10]=[CH:9][CH:8]=1.Cl[C:18]1[N:26]=[CH:25][CH:24]=[CH:23][C:19]=1[C:20]([NH2:22])=[O:21], predict the reaction product. The product is: [C:7]1([C:6]2[NH:22][C:20](=[O:21])[C:19]3[CH:23]=[CH:24][CH:25]=[N:26][C:18]=3[C:14]=2[C:15]#[N:16])[CH:12]=[CH:11][CH:10]=[CH:9][CH:8]=1. (2) Given the reactants C1N=[C:3](N)[C:4]2N=CN([C@@H]3O[C@H](COP(OP(OC[C@H]4O[C@@H](N5C=C(C(N)=O)CC=C5)[C@H](O)[C@@H]4O)(O)=O)(O)=O)[C@@H](O)[C@H]3OP(O)(O)=O)[C:5]=2N=1.N(C(CO)(CO)CO)CC(O)=O.[CH2:61]([C@H:76]([NH2:80])[C:77]([OH:79])=[O:78])[CH2:62][C:63]([NH:65][C@H:66]([C:69](NCC(O)=O)=O)[CH2:67]S)=O, predict the reaction product. The product is: [NH2:80][C@H:76]([C:77]([OH:79])=[O:78])[CH2:61][C:62]1[C:67]2[C:66](=[CH:69][CH:3]=[CH:4][CH:5]=2)[NH:65][CH:63]=1. (3) Given the reactants [CH:1]([C:4]1[CH:5]=[CH:6][C:7]2[S:11][C:10]([S:12]([NH:15][C:16]3[CH:17]=[C:18]([C:22]4[N:23]=[N:24][N:25]([CH2:27][C:28]([OH:30])=[O:29])[N:26]=4)[CH:19]=[CH:20][CH:21]=3)(=[O:14])=[O:13])=[C:9]([CH3:31])[C:8]=2[CH:32]=1)([CH3:3])[CH3:2].[C:33](N1C=CN=C1)(N1C=CN=C1)=O.N1C=CC=CC=1.CO.C(O)(C(F)(F)F)=O, predict the reaction product. The product is: [CH3:31][C:9]1[C:8]2[CH:32]=[C:4]([CH:1]([CH3:3])[CH3:2])[CH:5]=[CH:6][C:7]=2[S:11][C:10]=1[S:12]([NH:15][C:16]1[CH:17]=[C:18]([C:22]2[N:23]=[N:24][N:25]([CH2:27][C:28]([O:30][CH3:33])=[O:29])[N:26]=2)[CH:19]=[CH:20][CH:21]=1)(=[O:13])=[O:14].